This data is from NCI-60 drug combinations with 297,098 pairs across 59 cell lines. The task is: Regression. Given two drug SMILES strings and cell line genomic features, predict the synergy score measuring deviation from expected non-interaction effect. (1) Drug 1: C1CCC(C1)C(CC#N)N2C=C(C=N2)C3=C4C=CNC4=NC=N3. Drug 2: CC1=C2C(C(=O)C3(C(CC4C(C3C(C(C2(C)C)(CC1OC(=O)C(C(C5=CC=CC=C5)NC(=O)OC(C)(C)C)O)O)OC(=O)C6=CC=CC=C6)(CO4)OC(=O)C)O)C)O. Cell line: TK-10. Synergy scores: CSS=42.9, Synergy_ZIP=2.11, Synergy_Bliss=8.83, Synergy_Loewe=-0.635, Synergy_HSA=8.31. (2) Cell line: OVCAR-4. Drug 1: C1CCN(CC1)CCOC2=CC=C(C=C2)C(=O)C3=C(SC4=C3C=CC(=C4)O)C5=CC=C(C=C5)O. Synergy scores: CSS=24.3, Synergy_ZIP=-0.753, Synergy_Bliss=-2.62, Synergy_Loewe=-16.8, Synergy_HSA=-2.55. Drug 2: CC1CCC2CC(C(=CC=CC=CC(CC(C(=O)C(C(C(=CC(C(=O)CC(OC(=O)C3CCCCN3C(=O)C(=O)C1(O2)O)C(C)CC4CCC(C(C4)OC)O)C)C)O)OC)C)C)C)OC. (3) Drug 1: CC1OCC2C(O1)C(C(C(O2)OC3C4COC(=O)C4C(C5=CC6=C(C=C35)OCO6)C7=CC(=C(C(=C7)OC)O)OC)O)O. Drug 2: C1C(C(OC1N2C=C(C(=O)NC2=O)F)CO)O. Cell line: SK-MEL-28. Synergy scores: CSS=8.38, Synergy_ZIP=-10.4, Synergy_Bliss=-13.6, Synergy_Loewe=-12.9, Synergy_HSA=-9.94. (4) Drug 1: CCCS(=O)(=O)NC1=C(C(=C(C=C1)F)C(=O)C2=CNC3=C2C=C(C=N3)C4=CC=C(C=C4)Cl)F. Drug 2: CC1=C(C(=O)C2=C(C1=O)N3CC4C(C3(C2COC(=O)N)OC)N4)N. Cell line: SNB-75. Synergy scores: CSS=45.6, Synergy_ZIP=6.09, Synergy_Bliss=7.66, Synergy_Loewe=-36.9, Synergy_HSA=6.46. (5) Drug 1: CS(=O)(=O)CCNCC1=CC=C(O1)C2=CC3=C(C=C2)N=CN=C3NC4=CC(=C(C=C4)OCC5=CC(=CC=C5)F)Cl. Drug 2: CC(C)(C#N)C1=CC(=CC(=C1)CN2C=NC=N2)C(C)(C)C#N. Cell line: MDA-MB-435. Synergy scores: CSS=-5.35, Synergy_ZIP=3.93, Synergy_Bliss=3.67, Synergy_Loewe=-3.69, Synergy_HSA=-1.79. (6) Drug 1: C1=CC(=CC=C1CCC2=CNC3=C2C(=O)NC(=N3)N)C(=O)NC(CCC(=O)O)C(=O)O. Drug 2: C1=CC=C(C=C1)NC(=O)CCCCCCC(=O)NO. Cell line: SNB-75. Synergy scores: CSS=20.2, Synergy_ZIP=-4.36, Synergy_Bliss=-4.74, Synergy_Loewe=-2.06, Synergy_HSA=-1.09. (7) Drug 1: C(=O)(N)NO. Drug 2: CC(C)CN1C=NC2=C1C3=CC=CC=C3N=C2N. Cell line: LOX IMVI. Synergy scores: CSS=2.40, Synergy_ZIP=-0.465, Synergy_Bliss=-0.497, Synergy_Loewe=0.990, Synergy_HSA=-0.219. (8) Drug 1: CCCCCOC(=O)NC1=NC(=O)N(C=C1F)C2C(C(C(O2)C)O)O. Drug 2: CCC1=C2CN3C(=CC4=C(C3=O)COC(=O)C4(CC)O)C2=NC5=C1C=C(C=C5)O. Cell line: MALME-3M. Synergy scores: CSS=14.4, Synergy_ZIP=-5.50, Synergy_Bliss=-4.74, Synergy_Loewe=-60.1, Synergy_HSA=-4.30. (9) Drug 1: CNC(=O)C1=NC=CC(=C1)OC2=CC=C(C=C2)NC(=O)NC3=CC(=C(C=C3)Cl)C(F)(F)F. Drug 2: CN(CC1=CN=C2C(=N1)C(=NC(=N2)N)N)C3=CC=C(C=C3)C(=O)NC(CCC(=O)O)C(=O)O. Cell line: UACC62. Synergy scores: CSS=8.77, Synergy_ZIP=-0.370, Synergy_Bliss=-1.57, Synergy_Loewe=-51.2, Synergy_HSA=-2.11.